Dataset: Catalyst prediction with 721,799 reactions and 888 catalyst types from USPTO. Task: Predict which catalyst facilitates the given reaction. (1) Reactant: [Cl:1][C:2]1[N:7]=[N:6][C:5]([NH2:8])=[CH:4][C:3]=1[CH2:9][CH3:10].ClC1C(CC)=C(N)N=NC=1.C([O-])(O)=O.[Na+].[Br:26]Br. Product: [Br:26][C:4]1[C:3]([CH2:9][CH3:10])=[C:2]([Cl:1])[N:7]=[N:6][C:5]=1[NH2:8]. The catalyst class is: 191. (2) Reactant: [NH2:1][C:2]1[C:11]([C:12]#[C:13][Si](C)(C)C)=[CH:10][C:5]([C:6]([O:8][CH3:9])=[O:7])=[C:4]([Cl:18])[C:3]=1[I:19].O.C1(C)C=CC(S(O)(=O)=[O:28])=CC=1.O.[OH-].[Na+]. Product: [C:12]([C:11]1[C:2]([NH2:1])=[C:3]([I:19])[C:4]([Cl:18])=[C:5]([CH:10]=1)[C:6]([O:8][CH3:9])=[O:7])(=[O:28])[CH3:13]. The catalyst class is: 11.